Task: Predict the reactants needed to synthesize the given product.. Dataset: Full USPTO retrosynthesis dataset with 1.9M reactions from patents (1976-2016) (1) Given the product [CH3:18][O:19][C:20]([C:21]1[CH:22]=[C:23]([C:1]2[CH:6]=[CH:5][CH:4]=[CH:3][CH:2]=2)[CH:24]=[C:25]([N+:27]([O-:29])=[O:28])[CH:26]=1)=[O:31], predict the reactants needed to synthesize it. The reactants are: [C:1]1(B(O)O)[CH:6]=[CH:5][CH:4]=[CH:3][CH:2]=1.P([O-])([O-])([O-])=O.[K+].[K+].[K+].[CH3:18][O:19][C:20](=[O:31])[C:21]1[CH:26]=[C:25]([N+:27]([O-:29])=[O:28])[CH:24]=[C:23](I)[CH:22]=1.[Cl-].[NH4+]. (2) Given the product [CH3:3][O:5][C:6](=[O:14])[CH:7]([CH3:13])[C:8]([OH:10])=[O:9], predict the reactants needed to synthesize it. The reactants are: [OH-].[K+].[CH2:3]([O:5][C:6](=[O:14])[CH:7]([CH3:13])[C:8]([O:10]CC)=[O:9])C. (3) Given the product [Cl:33][C:30]1[CH:29]=[CH:28][C:27]([CH:8]([C:5]2[CH:4]=[CH:3][C:2]([Cl:1])=[CH:7][CH:6]=2)[N:9]2[CH2:12][C:11](=[C:13]([C:19]3[CH:24]=[C:23]([F:25])[CH:22]=[C:21]([F:26])[CH:20]=3)[C:14]([CH3:17])([CH3:16])[CH3:15])[CH2:10]2)=[CH:32][CH:31]=1, predict the reactants needed to synthesize it. The reactants are: [Cl:1][C:2]1[CH:7]=[CH:6][C:5]([CH:8]([C:27]2[CH:32]=[CH:31][C:30]([Cl:33])=[CH:29][CH:28]=2)[N:9]2[CH2:12][CH:11]([C:13]([C:19]3[CH:24]=[C:23]([F:25])[CH:22]=[C:21]([F:26])[CH:20]=3)(O)[C:14]([CH3:17])([CH3:16])[CH3:15])[CH2:10]2)=[CH:4][CH:3]=1.CCN(S(F)(F)F)CC.C([O-])(O)=O.[Na+].[OH-].[Na+]. (4) The reactants are: [CH3:1][O:2][C@@H:3]([C@@H:21]1[CH2:25][CH2:24][CH2:23][N:22]1[C:26](=[O:45])[CH2:27][C@@H:28]([O:43][CH3:44])[C@@H:29]([N:34]([CH3:42])[C:35](=[O:41])[C@H:36]([CH:38]([CH3:40])[CH3:39])[NH2:37])[C@@H:30]([CH3:33])[CH2:31][CH3:32])[C@@H:4]([CH3:20])[C:5]([NH:7][C@H:8]([C:16]([O:18][CH3:19])=[O:17])[CH2:9][C:10]1[CH:15]=[CH:14][CH:13]=[CH:12][CH:11]=1)=[S:6].[CH:46]1[C:58]2[CH:57]([CH2:59][O:60][C:61]([N:63]([CH3:70])[C:64]([CH3:69])([C:66](O)=[O:67])[CH3:65])=[O:62])[C:56]3[C:51](=[CH:52][CH:53]=[CH:54][CH:55]=3)[C:50]=2[CH:49]=[CH:48][CH:47]=1.CN(C(ON1N=NC2C=CC=NC1=2)=[N+](C)C)C.F[P-](F)(F)(F)(F)F.C(N(C(C)C)CC)(C)C. Given the product [CH:55]1[C:56]2[CH:57]([CH2:59][O:60][C:61]([N:63]([CH3:70])[C:64]([CH3:65])([C:66]([NH:37][C@H:36]([C:35]([N:34]([C@@H:29]([C@@H:30]([CH3:33])[CH2:31][CH3:32])[C@H:28]([O:43][CH3:44])[CH2:27][C:26]([N:22]3[CH2:23][CH2:24][CH2:25][C@H:21]3[C@H:3]([O:2][CH3:1])[C@@H:4]([CH3:20])[C:5]([NH:7][C@@H:8]([CH2:9][C:10]3[CH:11]=[CH:12][CH:13]=[CH:14][CH:15]=3)[C:16]([O:18][CH3:19])=[O:17])=[S:6])=[O:45])[CH3:42])=[O:41])[CH:38]([CH3:39])[CH3:40])=[O:67])[CH3:69])=[O:62])[C:58]3[C:50](=[CH:49][CH:48]=[CH:47][CH:46]=3)[C:51]=2[CH:52]=[CH:53][CH:54]=1, predict the reactants needed to synthesize it. (5) Given the product [Cl:1][C:2]1[CH:7]=[C:6]2[N:8]([C:49](=[O:50])[CH:48]([CH2:52][CH3:53])[CH2:46][CH3:47])[C:9](=[O:45])[C:10]3([CH:15]([C:16]4[CH:21]=[C:20]([Cl:22])[CH:19]=[CH:18][C:17]=4[O:23][C:24]([CH2:34][CH3:35])([C:27]([NH:29][S:30]([CH3:33])(=[O:32])=[O:31])=[O:28])[CH2:25][CH3:26])[CH2:14][C:13](=[O:36])[NH:12][CH:11]3[C:37]3[CH:42]=[C:41]([F:43])[CH:40]=[CH:39][C:38]=3[CH3:44])[C:5]2=[CH:4][CH:3]=1, predict the reactants needed to synthesize it. The reactants are: [Cl:1][C:2]1[CH:7]=[C:6]2[NH:8][C:9](=[O:45])[C:10]3([CH:15]([C:16]4[CH:21]=[C:20]([Cl:22])[CH:19]=[CH:18][C:17]=4[O:23][C:24]([CH2:34][CH3:35])([C:27]([NH:29][S:30]([CH3:33])(=[O:32])=[O:31])=[O:28])[CH2:25][CH3:26])[CH2:14][C:13](=[O:36])[NH:12][CH:11]3[C:37]3[CH:42]=[C:41]([F:43])[CH:40]=[CH:39][C:38]=3[CH3:44])[C:5]2=[CH:4][CH:3]=1.[CH2:46]([CH:48]([CH2:52][CH3:53])[C:49](Cl)=[O:50])[CH3:47]. (6) Given the product [C:2]([O:36][C:33]1[CH:34]=[CH:35][C:30]([CH:27]2[CH2:26][CH2:25][CH:24]([CH2:21][CH2:22][CH3:23])[CH2:29][CH2:28]2)=[CH:31][CH:32]=1)(=[O:1])[CH:3]=[CH2:4], predict the reactants needed to synthesize it. The reactants are: [OH:1][CH2:2][CH2:3][CH2:4][CH2:4][CH2:3][CH2:2][O:1]C1C=CC(C2C=CC=CC=2)=CC=1.[CH2:21]([CH:24]1[CH2:29][CH2:28][CH:27]([C:30]2[CH:35]=[CH:34][C:33]([OH:36])=[CH:32][CH:31]=2)[CH2:26][CH2:25]1)[CH2:22][CH3:23]. (7) Given the product [CH:8]([C@@H:10]1[CH2:18][C:17]2[C:12](=[CH:13][CH:14]=[CH:15][CH:16]=2)[NH:11]1)=[CH2:9], predict the reactants needed to synthesize it. The reactants are: FC(F)(F)C(O)=O.[CH:8]([C@@H:10]1[CH2:18][C:17]2[C:12](=[CH:13][CH:14]=[CH:15][CH:16]=2)[N:11]1C(OC(C)(C)C)=O)=[CH2:9].